From a dataset of Peptide-MHC class I binding affinity with 185,985 pairs from IEDB/IMGT. Regression. Given a peptide amino acid sequence and an MHC pseudo amino acid sequence, predict their binding affinity value. This is MHC class I binding data. The peptide sequence is GSFRKICGF. The MHC is HLA-B39:01 with pseudo-sequence HLA-B39:01. The binding affinity (normalized) is 0.0847.